Dataset: Full USPTO retrosynthesis dataset with 1.9M reactions from patents (1976-2016). Task: Predict the reactants needed to synthesize the given product. (1) Given the product [Cl:24][C:23]1[C:22]([CH:25]2[O:29][CH2:28][CH2:27][O:26]2)=[C:21]([C:30]([F:32])([F:33])[F:31])[CH:20]=[C:3]2[C:2]=1[N:1]=[CH:35][N:6]([CH2:7][C:8]1[CH:13]=[C:12]([Cl:14])[CH:11]=[CH:10][C:9]=1[S:15]([CH2:18][CH3:19])(=[O:17])=[O:16])[C:4]2=[O:5], predict the reactants needed to synthesize it. The reactants are: [NH2:1][C:2]1[C:23]([Cl:24])=[C:22]([CH:25]2[O:29][CH2:28][CH2:27][O:26]2)[C:21]([C:30]([F:33])([F:32])[F:31])=[CH:20][C:3]=1[C:4]([NH:6][CH2:7][C:8]1[CH:13]=[C:12]([Cl:14])[CH:11]=[CH:10][C:9]=1[S:15]([CH2:18][CH3:19])(=[O:17])=[O:16])=[O:5].O.[C:35]1(C)C=CC(S(O)(=O)=O)=CC=1.C(O)=O. (2) Given the product [CH3:3][C:4]1[CH:8]=[CH:7][C:6](=[C:10]([CH3:12])[CH3:9])[CH:5]=1, predict the reactants needed to synthesize it. The reactants are: CO.[CH3:3][C:4]1[CH2:8][CH:7]=[CH:6][CH:5]=1.[CH3:9][C:10]([CH3:12])=O.N1CCCC1.